Dataset: NCI-60 drug combinations with 297,098 pairs across 59 cell lines. Task: Regression. Given two drug SMILES strings and cell line genomic features, predict the synergy score measuring deviation from expected non-interaction effect. Drug 1: C1CCC(CC1)NC(=O)N(CCCl)N=O. Drug 2: CN(C)N=NC1=C(NC=N1)C(=O)N. Cell line: OVCAR-8. Synergy scores: CSS=22.5, Synergy_ZIP=-5.23, Synergy_Bliss=1.65, Synergy_Loewe=-1.54, Synergy_HSA=-1.13.